Dataset: Orexin1 receptor HTS with 218,158 compounds and 233 confirmed actives. Task: Binary Classification. Given a drug SMILES string, predict its activity (active/inactive) in a high-throughput screening assay against a specified biological target. (1) The compound is Fc1c(NC(=O)N2C3CC(NC(=O)C(C)(C)C)CC2CCC3)cccc1. The result is 0 (inactive). (2) The molecule is S=c1n(\N=C\c2c3c(cc4c2cccc4)cccc3)c(n[nH]1)c1[nH]nc(c1)c1ccccc1. The result is 1 (active).